From a dataset of Reaction yield outcomes from USPTO patents with 853,638 reactions. Predict the reaction yield, written as a fraction of the theoretical maximum amount of product (1.0 means a 100% yield; for example, 0.34 means a 34% yield). (1) The yield is 0.900. The product is [CH2:1]([O:13][C:14]1[N:15]=[C:16]([Si:27]([CH:32]([CH3:34])[CH3:33])([CH:29]([CH3:31])[CH3:30])[CH:24]([CH3:26])[CH3:25])[S:17][CH:18]=1)[CH2:2][CH2:3][CH2:4][CH2:5][CH2:6][CH2:7][CH2:8][CH2:9][CH2:10][CH2:11][CH3:12]. The reactants are [CH2:1]([O:13][C:14]1[N:15]=[CH:16][S:17][CH:18]=1)[CH2:2][CH2:3][CH2:4][CH2:5][CH2:6][CH2:7][CH2:8][CH2:9][CH2:10][CH2:11][CH3:12].[Li]CCCC.[CH:24]([Si:27]([CH:32]([CH3:34])[CH3:33])([CH:29]([CH3:31])[CH3:30])Cl)([CH3:26])[CH3:25]. The catalyst is C1COCC1. (2) The reactants are [C:1]1([CH2:7][NH:8][C:9]([CH:11]([C:17]([O:19]CC)=O)[C:12]([O:14][CH2:15][CH3:16])=[O:13])=[O:10])[CH:6]=[CH:5][CH:4]=[CH:3][CH:2]=1.[H-].[Na+].[Cl:24][C:25]1[CH:30]=[CH:29][C:28]([N:31]=[C:32]=[S:33])=[CH:27][CH:26]=1. The catalyst is O1CCOCC1.ClCCl. The yield is 0.200. The product is [Cl:24][C:25]1[CH:30]=[CH:29][C:28]([N:31]2[C:17]([OH:19])=[C:11]([C:12]([O:14][CH2:15][CH3:16])=[O:13])[C:9](=[O:10])[N:8]([CH2:7][C:1]3[CH:2]=[CH:3][CH:4]=[CH:5][CH:6]=3)[C:32]2=[S:33])=[CH:27][CH:26]=1.